Dataset: Full USPTO retrosynthesis dataset with 1.9M reactions from patents (1976-2016). Task: Predict the reactants needed to synthesize the given product. (1) Given the product [C:4]1(=[CH:31][C:32]([O:34][CH2:35][CH3:36])=[O:33])[CH2:5][CH2:6]1, predict the reactants needed to synthesize it. The reactants are: C(O[C:4]1(O[Si](C)(C)C)[CH2:6][CH2:5]1)C.C1(P(=[CH:31][C:32]([O:34][CH2:35][CH3:36])=[O:33])(C2C=CC=CC=2)C2C=CC=CC=2)C=CC=CC=1.C(O)(=O)C1C=CC=CC=1. (2) Given the product [I:18][C:10]1[C:11](=[O:13])[NH:12][C:7]([C:2]2[CH:3]=[CH:4][CH:5]=[CH:6][N:1]=2)=[N:8][C:9]=1[C:14]([F:16])([F:17])[F:15], predict the reactants needed to synthesize it. The reactants are: [N:1]1[CH:6]=[CH:5][CH:4]=[CH:3][C:2]=1[C:7]1[NH:12][C:11](=[O:13])[CH:10]=[C:9]([C:14]([F:17])([F:16])[F:15])[N:8]=1.[I:18]N1C(=O)CCC1=O.C(OCC)(=O)C. (3) Given the product [Br:1][C:2]1[C:3](=[O:14])[N:15]([C:16]2[CH:21]=[CH:20][CH:19]=[CH:18][CH:17]=2)[C:9]2[CH2:8][CH2:7][CH2:6][C:5](=[O:4])[C:10]=2[C:11]=1[CH3:12], predict the reactants needed to synthesize it. The reactants are: [Br:1][C:2]1[C:3](=[O:14])[O:4][C:5]2[CH2:6][CH2:7][CH2:8][C:9](=O)[C:10]=2[C:11]=1[CH3:12].[NH2:15][C:16]1[CH:21]=[CH:20][CH:19]=[CH:18][CH:17]=1.Cl. (4) Given the product [CH3:1][C:2]1[CH:3]=[C:4]([CH:19]=[CH:20][C:21]=1[NH2:22])[O:5][CH:6]1[CH2:11][CH2:10][N:9]([C:12]([O:14][C:15]([CH3:18])([CH3:16])[CH3:17])=[O:13])[CH2:8][CH2:7]1, predict the reactants needed to synthesize it. The reactants are: [CH3:1][C:2]1[CH:3]=[C:4]([CH:19]=[CH:20][C:21]=1[N+:22]([O-])=O)[O:5][CH:6]1[CH2:11][CH2:10][N:9]([C:12]([O:14][C:15]([CH3:18])([CH3:17])[CH3:16])=[O:13])[CH2:8][CH2:7]1.[H][H]. (5) Given the product [Br:23][C:24]1[N:29]=[C:28]([C:30]([NH:1][C:2]2[CH:3]=[N:4][CH:5]=[CH:6][C:7]=2[C@@H:8]2[CH2:13][C@H:12]([CH3:14])[CH2:11][C@H:10]([NH:15][C:16](=[O:22])[O:17][C:18]([CH3:21])([CH3:20])[CH3:19])[CH2:9]2)=[O:31])[CH:27]=[CH:26][C:25]=1[F:33], predict the reactants needed to synthesize it. The reactants are: [NH2:1][C:2]1[CH:3]=[N:4][CH:5]=[CH:6][C:7]=1[C@@H:8]1[CH2:13][C@H:12]([CH3:14])[CH2:11][C@H:10]([NH:15][C:16](=[O:22])[O:17][C:18]([CH3:21])([CH3:20])[CH3:19])[CH2:9]1.[Br:23][C:24]1[N:29]=[C:28]([C:30](O)=[O:31])[CH:27]=[CH:26][C:25]=1[F:33]. (6) Given the product [Br:1][C:2]1[CH:3]=[C:4]([CH:13]([CH3:14])[CH3:15])[CH:5]=[C:6]2[C:10]=1[CH:9]=[C:8]([CH3:12])[CH2:7]2, predict the reactants needed to synthesize it. The reactants are: [Br:1][C:2]1[CH:3]=[C:4]([CH:13]([CH3:15])[CH3:14])[CH:5]=[C:6]2[C:10]=1[C:9](=O)[CH:8]([CH3:12])[CH2:7]2.[BH4-].[Na+].O.Cl. (7) Given the product [OH:24][C:18]1[CH:23]=[CH:22][C:21]([C:25]([C:13]2[CH:12]=[C:11]([C:8]([CH3:10])([C:5]3[CH:4]=[CH:3][C:2]([OH:1])=[CH:7][CH:6]=3)[CH3:9])[CH:16]=[CH:15][C:14]=2[OH:17])([CH3:30])[CH3:26])=[CH:20][CH:19]=1, predict the reactants needed to synthesize it. The reactants are: [OH:1][C:2]1[CH:7]=[CH:6][C:5]([C:8]([C:11]2[CH:16]=[CH:15][C:14]([OH:17])=[CH:13][CH:12]=2)([CH3:10])[CH3:9])=[CH:4][CH:3]=1.[C:18]1([O-:24])[CH:23]=[CH:22][CH:21]=[CH:20][CH:19]=1.[C:25]1([O-])[CH:30]=CC=C[CH:26]=1.[Na+].[Na+]. (8) Given the product [Br:1][C:2]1[CH:3]=[C:4]([CH:9]=[CH:10][C:11]=1[O:12][CH2:15][CH2:14][Br:13])[C:5]([O:7][CH3:8])=[O:6], predict the reactants needed to synthesize it. The reactants are: [Br:1][C:2]1[CH:3]=[C:4]([CH:9]=[CH:10][C:11]=1[OH:12])[C:5]([O:7][CH3:8])=[O:6].[Br:13][CH2:14][CH2:15]Br.C([O-])([O-])=O.[K+].[K+].CCOC(C)=O. (9) Given the product [NH2:11][C:9]1[CH:8]=[CH:7][CH:6]=[C:5]2[C:10]=1[CH:2]=[N:3][N:4]2[CH2:14][C:15]1[C:16](=[O:22])[N:17]([CH3:21])[CH:18]=[CH:19][CH:20]=1, predict the reactants needed to synthesize it. The reactants are: I[C:2]1[C:10]2[C:5](=[CH:6][CH:7]=[CH:8][C:9]=2[N+:11]([O-])=O)[N:4]([CH2:14][C:15]2[C:16](=[O:22])[N:17]([CH3:21])[CH:18]=[CH:19][CH:20]=2)[N:3]=1.[NH4+].[Cl-]. (10) Given the product [CH:22]1([CH2:28][CH2:29][CH2:30][O:1][C:2]2[CH:7]=[CH:6][N:5]([CH2:8][CH2:9][C:10]([CH3:20])([S:16]([CH3:19])(=[O:17])=[O:18])[C:11]([OH:13])=[O:12])[C:4](=[O:21])[CH:3]=2)[CH2:27][CH2:26][CH2:25][CH2:24][CH2:23]1, predict the reactants needed to synthesize it. The reactants are: [OH:1][C:2]1[CH:7]=[CH:6][N:5]([CH2:8][CH2:9][C:10]([CH3:20])([S:16]([CH3:19])(=[O:18])=[O:17])[C:11]([O:13]CC)=[O:12])[C:4](=[O:21])[CH:3]=1.[CH:22]1([CH2:28][CH2:29][CH2:30]O)[CH2:27][CH2:26][CH2:25][CH2:24][CH2:23]1.C1(P(C2C=CC=CC=2)C2C=CC=CC=2)C=CC=CC=1.CC(OC(/N=N/C(OC(C)C)=O)=O)C.[Li+].[OH-].